Task: Predict the product of the given reaction.. Dataset: Forward reaction prediction with 1.9M reactions from USPTO patents (1976-2016) (1) Given the reactants Cl[C:2]1[N:7]=[C:6]([CH3:8])[N:5]=[C:4]([NH2:9])[N:3]=1.[Cl:10][C:11]1[CH:12]=[C:13](B(O)O)[C:14]([F:17])=[N:15][CH:16]=1.C([O-])(=O)C.[K+], predict the reaction product. The product is: [Cl:10][C:11]1[CH:12]=[C:13]([C:2]2[N:7]=[C:6]([CH3:8])[N:5]=[C:4]([NH2:9])[N:3]=2)[C:14]([F:17])=[N:15][CH:16]=1. (2) Given the reactants [CH2:1]([O:8][C:9]1[C:18]2[C:13](=[CH:14][CH:15]=[CH:16][CH:17]=2)[C:12]([O:19]C(=O)C2C=CC=CC=2)=[CH:11][C:10]=1[CH3:28])[C:2]1[CH:7]=[CH:6][CH:5]=[CH:4][CH:3]=1.[OH-].[Na+], predict the reaction product. The product is: [CH2:1]([O:8][C:9]1[C:18]2[C:13](=[CH:14][CH:15]=[CH:16][CH:17]=2)[C:12]([OH:19])=[CH:11][C:10]=1[CH3:28])[C:2]1[CH:3]=[CH:4][CH:5]=[CH:6][CH:7]=1. (3) Given the reactants [CH2:1]([N:4]1[C:13](=[O:14])[C:12]2[NH:11][C:10]([C:15]3[O:19][N:18]=[C:17]([O:20][CH2:21][C:22](O)=[O:23])[CH:16]=3)=[N:9][C:8]=2[N:7]([CH2:25][CH2:26][CH3:27])[C:5]1=[O:6])[CH2:2][CH3:3].[CH2:28]1[O:37][C:36]2[CH:35]=[CH:34][C:32]([NH2:33])=[CH:31][C:30]=2[O:29]1.CCN=C=NCCCN(C)C.Cl.C1C=CC2N(O)N=NC=2C=1, predict the reaction product. The product is: [CH3:27][CH2:26][CH2:25][N:7]1[C:5](=[O:6])[N:4]([CH2:1][CH2:2][CH3:3])[C:13](=[O:14])[C:12]2[C:8]1=[N:9]/[C:10](/[N:11]=2)=[C:15]1/[CH:16]=[C:17]([O:20][CH2:21][C:22]([NH:33][C:32]2[CH:34]=[CH:35][C:36]3[O:37][CH2:28][O:29][C:30]=3[CH:31]=2)=[O:23])[NH:18][O:19]/1. (4) Given the reactants O[N:2]=[C:3]([C:11](=O)[CH3:12])[C:4]([O:6][C:7]([CH3:10])([CH3:9])[CH3:8])=[O:5].[Cl:14][C:15]1[CH:22]=[CH:21][CH:20]=[CH:19][C:16]=1[CH2:17][NH2:18], predict the reaction product. The product is: [Cl:14][C:15]1[CH:22]=[CH:21][CH:20]=[CH:19][C:16]=1[C:17]1[NH:18][C:11]([CH3:12])=[C:3]([C:4]([O:6][C:7]([CH3:10])([CH3:9])[CH3:8])=[O:5])[N:2]=1.